This data is from Reaction yield outcomes from USPTO patents with 853,638 reactions. The task is: Predict the reaction yield, written as a fraction of the theoretical maximum amount of product (1.0 means a 100% yield; for example, 0.34 means a 34% yield). The reactants are [CH3:1][O:2][C:3]1[CH:8]=[CH:7][C:6]([CH2:9][O:10][C:11]2[CH:16]=[CH:15][C:14]([CH:17]([C:22]#[C:23][CH3:24])[CH2:18][C:19](O)=[O:20])=[CH:13][CH:12]=2)=[CH:5][CH:4]=1.C(C1NC=CN=1)(C1NC=CN=1)=O.C1COCC1.[NH2:42][C:43]1[S:44][CH:45]=[CH:46][N:47]=1. The catalyst is O. The product is [S:44]1[CH:45]=[CH:46][N:47]=[C:43]1[NH:42][C:19](=[O:20])[CH2:18][CH:17]([C:14]1[CH:15]=[CH:16][C:11]([O:10][CH2:9][C:6]2[CH:5]=[CH:4][C:3]([O:2][CH3:1])=[CH:8][CH:7]=2)=[CH:12][CH:13]=1)[C:22]#[C:23][CH3:24]. The yield is 0.0200.